From a dataset of Reaction yield outcomes from USPTO patents with 853,638 reactions. Predict the reaction yield, written as a fraction of the theoretical maximum amount of product (1.0 means a 100% yield; for example, 0.34 means a 34% yield). (1) The reactants are [NH2:1][C:2]1[N:7]=[CH:6][C:5]([CH:8]([C:10]2[C:18]3[C:13](=[N:14][CH:15]=[C:16]([Cl:19])[CH:17]=3)[N:12]([S:20]([C:23]3[CH:28]=[CH:27][CH:26]=[CH:25][CH:24]=3)(=[O:22])=[O:21])[CH:11]=2)O)=[CH:4][CH:3]=1.C([SiH](CC)CC)C.FC(F)(F)C(O)=O. The catalyst is ClCCl. The product is [C:23]1([S:20]([N:12]2[C:13]3=[N:14][CH:15]=[C:16]([Cl:19])[CH:17]=[C:18]3[C:10]([CH2:8][C:5]3[CH:4]=[CH:3][C:2]([NH2:1])=[N:7][CH:6]=3)=[CH:11]2)(=[O:22])=[O:21])[CH:28]=[CH:27][CH:26]=[CH:25][CH:24]=1. The yield is 0.730. (2) The reactants are [NH2:1][OH:2].[F:3][C:4]1[CH:11]=[CH:10][C:7]([C:8]#[N:9])=[CH:6][CH:5]=1. The catalyst is C1COCC1.CCO. The product is [F:3][C:4]1[CH:11]=[CH:10][C:7]([C:8](=[NH:9])[NH:1][OH:2])=[CH:6][CH:5]=1. The yield is 0.796. (3) The reactants are [NH2:1][C:2]1[CH:10]=[C:9](C)[C:8](C)=[CH:7][C:3]=1[C:4](O)=[O:5].[C:13]([OH:16])(=O)C.[CH:17]([NH2:19])=N.[CH3:20][O:21]CCO. No catalyst specified. The product is [CH3:20][O:21][C:8]1[CH:7]=[C:3]2[C:2](=[CH:10][C:9]=1[O:16][CH3:13])[N:1]=[CH:17][N:19]=[C:4]2[OH:5]. The yield is 0.862. (4) The reactants are [CH3:1][O:2][CH2:3][C:4]([OH:6])=O.CCN=C=NCCCN(C)C.C1C=CC2N(O)N=NC=2C=1.[NH2:28][C:29]1[CH:30]=[C:31]([C:35]2[CH:40]=[CH:39][N:38]=[C:37]([NH:41][CH2:42][CH2:43][C:44]3[CH:49]=[CH:48][C:47]([O:50][CH3:51])=[C:46]([O:52][CH3:53])[CH:45]=3)[N:36]=2)[CH:32]=[CH:33][CH:34]=1. The catalyst is C(OCC)(=O)C.CN(C=O)C. The product is [CH3:53][O:52][C:46]1[CH:45]=[C:44]([CH2:43][CH2:42][NH:41][C:37]2[N:36]=[C:35]([C:31]3[CH:30]=[C:29]([NH:28][C:4](=[O:6])[CH2:3][O:2][CH3:1])[CH:34]=[CH:33][CH:32]=3)[CH:40]=[CH:39][N:38]=2)[CH:49]=[CH:48][C:47]=1[O:50][CH3:51]. The yield is 0.770. (5) The reactants are [NH2:1][C:2]1[S:3][C:4]2[C:9]([NH:10][C@H:11]([CH2:14][CH:15]([CH3:17])[CH3:16])[CH2:12][OH:13])=[N:8][C:7]([SH:18])=[N:6][C:5]=2[N:19]=1.Cl[C@@H:21]([C:23]1[CH:28]=[CH:27][C:26]([F:29])=[CH:25][N:24]=1)[CH3:22]. The product is [NH2:1][C:2]1[S:3][C:4]2[C:9]([NH:10][C@H:11]([CH2:14][CH:15]([CH3:16])[CH3:17])[CH2:12][OH:13])=[N:8][C:7]([S:18][C@H:21]([C:23]3[CH:28]=[CH:27][C:26]([F:29])=[CH:25][N:24]=3)[CH3:22])=[N:6][C:5]=2[N:19]=1. The yield is 0.180. No catalyst specified.